This data is from TCR-epitope binding with 47,182 pairs between 192 epitopes and 23,139 TCRs. The task is: Binary Classification. Given a T-cell receptor sequence (or CDR3 region) and an epitope sequence, predict whether binding occurs between them. (1) The epitope is HSKKKCDEL. The TCR CDR3 sequence is CASSFPESLVTGGDPTEAFF. Result: 0 (the TCR does not bind to the epitope). (2) The epitope is PROT_97E67BCC. The TCR CDR3 sequence is CASSKLASGADEQYF. Result: 1 (the TCR binds to the epitope). (3) The epitope is VTIAEILLI. The TCR CDR3 sequence is CASGTGQETQYF. Result: 1 (the TCR binds to the epitope).